Dataset: Catalyst prediction with 721,799 reactions and 888 catalyst types from USPTO. Task: Predict which catalyst facilitates the given reaction. (1) Reactant: [CH3:1][C:2]1[C:6]([CH3:7])=[C:5]([NH:8][C:9](=[O:16])OCC(Cl)(Cl)Cl)[O:4][N:3]=1.[Cl:17][C:18]1[CH:19]=[C:20]([C:24]2[N:25]=[C:26]([N:29]3[CH2:34][CH2:33][NH:32][CH2:31][CH2:30]3)[S:27][CH:28]=2)[CH:21]=[CH:22][CH:23]=1.C(N(C(C)C)CC)(C)C.O. Product: [Cl:17][C:18]1[CH:19]=[C:20]([C:24]2[N:25]=[C:26]([N:29]3[CH2:30][CH2:31][N:32]([C:9]([NH:8][C:5]4[O:4][N:3]=[C:2]([CH3:1])[C:6]=4[CH3:7])=[O:16])[CH2:33][CH2:34]3)[S:27][CH:28]=2)[CH:21]=[CH:22][CH:23]=1. The catalyst class is: 16. (2) Reactant: [Cl:1][C:2]1[CH:10]=[C:9]2[C:5]([CH2:6][C:7](=[O:11])[NH:8]2)=[CH:4][CH:3]=1.[C:12]([O:16][C:17]([N:19]1[CH2:24][CH2:23][CH:22]([O:25][C:26]2[CH:31]=[CH:30][C:29]([Cl:32])=[CH:28][C:27]=2[CH:33]=O)[CH2:21][CH2:20]1)=[O:18])([CH3:15])([CH3:14])[CH3:13].N1CCCC1. Product: [C:12]([O:16][C:17]([N:19]1[CH2:24][CH2:23][CH:22]([O:25][C:26]2[CH:31]=[CH:30][C:29]([Cl:32])=[CH:28][C:27]=2/[CH:33]=[C:6]2\[C:7](=[O:11])[NH:8][C:9]3[C:5]\2=[CH:4][CH:3]=[C:2]([Cl:1])[CH:10]=3)[CH2:21][CH2:20]1)=[O:18])([CH3:15])([CH3:14])[CH3:13]. The catalyst class is: 5.